From a dataset of CYP2C9 inhibition data for predicting drug metabolism from PubChem BioAssay. Regression/Classification. Given a drug SMILES string, predict its absorption, distribution, metabolism, or excretion properties. Task type varies by dataset: regression for continuous measurements (e.g., permeability, clearance, half-life) or binary classification for categorical outcomes (e.g., BBB penetration, CYP inhibition). Dataset: cyp2c9_veith. (1) The drug is CCCCOc1ncnc2c1[nH]c1ccc(OC)cc12. The result is 1 (inhibitor). (2) The compound is Cc1ccc(-n2ncc(N(C)C)c(Cl)c2=O)cc1. The result is 0 (non-inhibitor).